Dataset: Catalyst prediction with 721,799 reactions and 888 catalyst types from USPTO. Task: Predict which catalyst facilitates the given reaction. (1) Reactant: [C:1]([NH:4][N:5]=[C:6]([C:15]#[N:16])[C:7]1[CH:12]=[CH:11][C:10]([Cl:13])=[CH:9][C:8]=1[Cl:14])(=[NH:3])[NH2:2].C([OH:20])CC. Product: [NH2:3][C:1]1[N:4]=[N:5][C:6]([C:7]2[CH:12]=[CH:11][C:10]([Cl:13])=[CH:9][C:8]=2[Cl:14])=[C:15]([NH2:16])[N:2]=1.[Cl:14][C:8]1[CH:9]=[C:10]([Cl:13])[CH:11]=[CH:12][C:7]=1[C:6]([C:15]#[N:16])=[O:20]. The catalyst class is: 16. (2) Reactant: [Br:1][C:2]1[CH:7]=[CH:6][C:5]([NH:8][C:9]2[C:10]([C:19](O)=[O:20])=[CH:11][C:12]3[NH:16][CH:15]=[N:14][C:13]=3[C:17]=2[F:18])=[C:4]([Cl:22])[CH:3]=1.C1C=[CH:25][C:26]2N(O)N=N[C:27]=2[CH:28]=1.C(N(CC)CC)C.Cl.C1([N:44](C)[OH:45])CC1.CCN=C=NCCCN(C)C.Cl. Product: [CH:26]1([CH2:25][O:45][NH:44][C:19]([C:10]2[C:9]([NH:8][C:5]3[CH:6]=[CH:7][C:2]([Br:1])=[CH:3][C:4]=3[Cl:22])=[C:17]([F:18])[C:13]3[N:14]=[CH:15][NH:16][C:12]=3[CH:11]=2)=[O:20])[CH2:27][CH2:28]1. The catalyst class is: 248. (3) Reactant: [CH3:1][O:2][C:3]1[C:8]([C:9]([OH:11])=O)=[CH:7][N:6]=[C:5]([O:12][CH3:13])[CH:4]=1.CCN(C(C)C)C(C)C.CN([C:26]([O:30][N:31]1N=NC2C=CC=N[C:32]1=2)=[N+](C)C)C.F[P-](F)(F)(F)(F)F.Cl.CONC. Product: [CH3:1][O:2][C:3]1[C:8]([C:9]([N:31]([O:30][CH3:26])[CH3:32])=[O:11])=[CH:7][N:6]=[C:5]([O:12][CH3:13])[CH:4]=1. The catalyst class is: 2.